This data is from Reaction yield outcomes from USPTO patents with 853,638 reactions. The task is: Predict the reaction yield, written as a fraction of the theoretical maximum amount of product (1.0 means a 100% yield; for example, 0.34 means a 34% yield). (1) The reactants are [C:1](=[O:23])([O:20][CH2:21][CH3:22])[O:2][C:3]1[CH:8]=[CH:7][C:6]([CH3:9])=[CH:5][C:4]=1[CH:10]1[CH:17]2[CH2:18][CH:13]3[CH2:14][CH:15]([CH2:19][CH:11]1[CH2:12]3)[CH2:16]2.[N+:24]([O-])([O-:26])=[O:25].[K+]. The catalyst is OS(O)(=O)=O. The product is [C:1](=[O:23])([O:20][CH2:21][CH3:22])[O:2][C:3]1[CH:8]=[C:7]([N+:24]([O-:26])=[O:25])[C:6]([CH3:9])=[CH:5][C:4]=1[CH:10]1[CH:11]2[CH2:19][CH:15]3[CH2:14][CH:13]([CH2:18][CH:17]1[CH2:16]3)[CH2:12]2. The yield is 0.250. (2) The reactants are [CH3:1][C:2]([CH3:19])([CH3:18])[CH2:3][O:4][C:5]1[CH:13]=[CH:12][C:11]([S:14]([CH3:17])(=[O:16])=[O:15])=[CH:10][C:6]=1[C:7]([OH:9])=O.Cl.[C:21]1([S:27]([C:30]2[S:34][C:33]([N:35]3[CH2:40][CH2:39][NH:38][CH2:37][CH2:36]3)=[N:32][CH:31]=2)(=[O:29])=[O:28])[CH:26]=[CH:25][CH:24]=[CH:23][CH:22]=1. No catalyst specified. The product is [C:21]1([S:27]([C:30]2[S:34][C:33]([N:35]3[CH2:40][CH2:39][N:38]([C:7]([C:6]4[CH:10]=[C:11]([S:14]([CH3:17])(=[O:16])=[O:15])[CH:12]=[CH:13][C:5]=4[O:4][CH2:3][C:2]([CH3:1])([CH3:19])[CH3:18])=[O:9])[CH2:37][CH2:36]3)=[N:32][CH:31]=2)(=[O:29])=[O:28])[CH:26]=[CH:25][CH:24]=[CH:23][CH:22]=1. The yield is 0.570. (3) The product is [CH2:1]([C:5]1[CH:6]=[C:7](/[CH:10]=[CH:17]/[C:12]([O:14][CH2:15][CH3:16])=[O:13])[NH:8][CH:9]=1)[CH2:2][CH2:3][CH3:4]. The catalyst is C1C=CC=CC=1. The reactants are [CH2:1]([C:5]1[CH:6]=[C:7]([CH:10]=O)[NH:8][CH:9]=1)[CH2:2][CH2:3][CH3:4].[C:12]([CH:17]=P(C1C=CC=CC=1)(C1C=CC=CC=1)C1C=CC=CC=1)([O:14][CH2:15][CH3:16])=[O:13]. The yield is 0.990. (4) The reactants are Cl[CH2:2][CH2:3][O:4][C:5]1[C:6]([O:32][CH3:33])=[CH:7][C:8]2[C:9]([CH:31]=1)=[N:10][C:11]1[N:12]=[CH:13][C:14]([C:29]#[N:30])=[C:15]([NH:18][C:19]3[CH:24]=[C:23]([O:25][CH3:26])[C:22]([Cl:27])=[CH:21][C:20]=3[Cl:28])[C:16]=1[CH:17]=2.[I].[Na].[NH:36]1[CH2:41][CH2:40][O:39][CH2:38][CH2:37]1. No catalyst specified. The product is [Cl:28][C:20]1[CH:21]=[C:22]([Cl:27])[C:23]([O:25][CH3:26])=[CH:24][C:19]=1[NH:18][C:15]1[C:16]2[CH:17]=[C:8]3[CH:7]=[C:6]([O:32][CH3:33])[C:5]([O:4][CH2:3][CH2:2][N:36]4[CH2:41][CH2:40][O:39][CH2:38][CH2:37]4)=[CH:31][C:9]3=[N:10][C:11]=2[N:12]=[CH:13][C:14]=1[C:29]#[N:30]. The yield is 0.470. (5) The reactants are [CH:1]([N:4]([S:12](=[O:16])(=[O:15])[NH:13]C)[C:5](=O)OC(C)(C)C)([CH3:3])[CH3:2].Cl. No catalyst specified. The product is [CH:1]([N:4]([CH3:5])[S:12]([NH2:13])(=[O:16])=[O:15])([CH3:3])[CH3:2]. The yield is 0.990. (6) The reactants are C([O:8][NH:9][C:10]([CH2:12][CH2:13][C:14]1[CH:44]=[CH:43][C:17]([O:18][C:19]2[CH:24]=[CH:23][C:22]([CH2:25][CH:26]([NH:32][S:33]([C:36]3[CH:41]=[CH:40][C:39]([CH3:42])=[CH:38][CH:37]=3)(=[O:35])=[O:34])[C:27]([N:29]([CH3:31])[CH3:30])=[O:28])=[CH:21][CH:20]=2)=[CH:16][CH:15]=1)=[O:11])C1C=CC=CC=1.[H][H]. The catalyst is CO.[Pd]. The product is [OH:8][NH:9][C:10]([CH2:12][CH2:13][C:14]1[CH:15]=[CH:16][C:17]([O:18][C:19]2[CH:20]=[CH:21][C:22]([CH2:25][CH:26]([NH:32][S:33]([C:36]3[CH:37]=[CH:38][C:39]([CH3:42])=[CH:40][CH:41]=3)(=[O:35])=[O:34])[C:27]([N:29]([CH3:31])[CH3:30])=[O:28])=[CH:23][CH:24]=2)=[CH:43][CH:44]=1)=[O:11]. The yield is 0.590.